Dataset: Forward reaction prediction with 1.9M reactions from USPTO patents (1976-2016). Task: Predict the product of the given reaction. (1) The product is: [CH3:12][O:11][CH:10]([N:1]1[CH2:7][CH2:6][CH2:5][CH2:4][CH2:3][CH2:2]1)[CH3:9]. Given the reactants [NH:1]1[CH2:7][CH2:6][CH2:5][CH2:4][CH2:3][CH2:2]1.Br[CH2:9][CH2:10][O:11][CH3:12].C(=O)([O-])[O-].[K+].[K+], predict the reaction product. (2) Given the reactants [F:1][C:2]([F:23])([F:22])[C:3]1[CH:4]=[C:5]([CH:19]=[CH:20][CH:21]=1)[C:6]([NH:8][C:9]1[CH:10]=[CH:11][C:12]([Cl:18])=[C:13]([CH:17]=1)[C:14](O)=[O:15])=[O:7].CN1CCOCC1.[NH2:31][C:32]1[N:37]=[CH:36][C:35]([NH2:38])=[CH:34][N:33]=1, predict the reaction product. The product is: [NH2:31][C:32]1[N:37]=[CH:36][C:35]([NH:38][C:14](=[O:15])[C:13]2[CH:17]=[C:9]([NH:8][C:6](=[O:7])[C:5]3[CH:19]=[CH:20][CH:21]=[C:3]([C:2]([F:22])([F:23])[F:1])[CH:4]=3)[CH:10]=[CH:11][C:12]=2[Cl:18])=[CH:34][N:33]=1. (3) Given the reactants [CH3:1][CH2:2]OC(/N=N/C(OCC)=O)=O.[C:13]([O:17][C:18]([N:20]1[CH2:25][CH2:24][N:23]([C:26]2[C:27]([O:32]CCO)=[N:28][CH:29]=[CH:30][N:31]=2)[CH2:22][CH2:21]1)=[O:19])([CH3:16])([CH3:15])[CH3:14].[C:36]([C:38]1[CH:43]=[CH:42][C:41]([OH:44])=[CH:40][CH:39]=1)#[N:37].C1(P(C2C=CC=CC=2)C2C=CC=CC=2)C=CC=CC=1, predict the reaction product. The product is: [C:36]([C:38]1[CH:43]=[CH:42][C:41]([O:44][CH2:1][CH2:2][N:28]2[CH:29]=[CH:30][N:31]=[C:26]([N:23]3[CH2:22][CH2:21][N:20]([C:18]([O:17][C:13]([CH3:16])([CH3:15])[CH3:14])=[O:19])[CH2:25][CH2:24]3)[C:27]2=[O:32])=[CH:40][CH:39]=1)#[N:37].